This data is from Peptide-MHC class II binding affinity with 134,281 pairs from IEDB. The task is: Regression. Given a peptide amino acid sequence and an MHC pseudo amino acid sequence, predict their binding affinity value. This is MHC class II binding data. (1) The peptide sequence is SALLKNDVPLAGPMV. The MHC is DRB1_0301 with pseudo-sequence DRB1_0301. The binding affinity (normalized) is 0.770. (2) The MHC is DRB1_0701 with pseudo-sequence DRB1_0701. The peptide sequence is LGTFDTTQIIKLLPF. The binding affinity (normalized) is 0.611.